Task: Predict the reactants needed to synthesize the given product.. Dataset: Full USPTO retrosynthesis dataset with 1.9M reactions from patents (1976-2016) (1) Given the product [CH3:22][C:23]1[C:27]([C:2]2[O:3][C:4]3[CH:10]=[CH:9][C:8]([CH2:11][C:12]([O:14][CH3:15])=[O:13])=[CH:7][C:5]=3[CH:6]=2)=[C:26]([CH3:31])[O:25][N:24]=1, predict the reactants needed to synthesize it. The reactants are: Br[C:2]1[O:3][C:4]2[CH:10]=[CH:9][C:8]([CH2:11][C:12]([O:14][CH3:15])=[O:13])=[CH:7][C:5]=2[CH:6]=1.C([O-])([O-])=O.[K+].[K+].[CH3:22][C:23]1[C:27](B(O)O)=[C:26]([CH3:31])[O:25][N:24]=1. (2) Given the product [Br:23][C:21]1[CH:20]=[CH:19][C:5]2[C:4]([CH:22]=1)=[N:1][N:8]([C:9]1[CH:14]=[CH:13][C:12]([C:15]([F:18])([F:17])[F:16])=[CH:11][CH:10]=1)[C:6]=2[Cl:26], predict the reactants needed to synthesize it. The reactants are: [N:1]([C:4]1[CH:22]=[C:21]([Br:23])[CH:20]=[CH:19][C:5]=1[C:6]([NH:8][C:9]1[CH:14]=[CH:13][C:12]([C:15]([F:18])([F:17])[F:16])=[CH:11][CH:10]=1)=O)=[N+]=[N-].O=S(Cl)[Cl:26]. (3) The reactants are: Br[CH2:2][C:3]([C:5]1[C:10]([O:11][CH3:12])=[CH:9][CH:8]=[C:7]([Br:13])[C:6]=1[O:14][Si](C(C)(C)C)(C)C)=[O:4].[F-].C([N+](CCCC)(CCCC)CCCC)CCC. Given the product [Br:13][C:7]1[C:6]2[O:14][CH2:2][C:3](=[O:4])[C:5]=2[C:10]([O:11][CH3:12])=[CH:9][CH:8]=1, predict the reactants needed to synthesize it. (4) Given the product [S:32]([C:30]1[S:31][C:27]([NH:26][C:12]([C:11]2[CH:10]=[N:9][N:8]3[C:3]([CH:2]([F:25])[F:1])=[CH:4][C:5]([C:15]4[CH:16]=[CH:17][C:18]([C:21]([F:22])([F:24])[F:23])=[CH:19][CH:20]=4)=[N:6][C:7]=23)=[O:14])=[N:28][N:29]=1)(=[O:34])(=[O:33])[NH2:35], predict the reactants needed to synthesize it. The reactants are: [F:1][CH:2]([F:25])[C:3]1[N:8]2[N:9]=[CH:10][C:11]([C:12]([OH:14])=O)=[C:7]2[N:6]=[C:5]([C:15]2[CH:20]=[CH:19][C:18]([C:21]([F:24])([F:23])[F:22])=[CH:17][CH:16]=2)[CH:4]=1.[NH2:26][C:27]1[S:31][C:30]([S:32]([NH2:35])(=[O:34])=[O:33])=[N:29][N:28]=1.